From a dataset of Reaction yield outcomes from USPTO patents with 853,638 reactions. Predict the reaction yield, written as a fraction of the theoretical maximum amount of product (1.0 means a 100% yield; for example, 0.34 means a 34% yield). The reactants are [H-].[Na+].[C:3]([O:10][CH3:11])(=[O:9])[CH2:4][C:5]([O:7][CH3:8])=[O:6].Cl[C:13]1[CH:18]=[CH:17][N:16]=[CH:15][C:14]=1[N+:19]([O-:21])=[O:20]. The catalyst is C1(C)C=CC=CC=1. The product is [N+:19]([C:14]1[CH:15]=[N:16][CH:17]=[CH:18][C:13]=1[CH:4]([C:3]([O:10][CH3:11])=[O:9])[C:5]([O:7][CH3:8])=[O:6])([O-:21])=[O:20]. The yield is 0.386.